From a dataset of Forward reaction prediction with 1.9M reactions from USPTO patents (1976-2016). Predict the product of the given reaction. (1) Given the reactants [F:1][C:2]1[CH:7]=[C:6]([F:8])[CH:5]=[CH:4][C:3]=1[N:9]1[C:17](=[O:18])[C:16]2[C@@H:15]3[C:19]([CH3:21])([CH3:20])[C@@:12]([CH3:22])([CH2:13][CH2:14]3)[C:11]=2[NH:10]1.I[CH2:24][C:25]([O:27][CH2:28][CH3:29])=[O:26], predict the reaction product. The product is: [CH2:28]([O:27][C:25](=[O:26])[CH2:24][N:10]1[C:11]2[C@@:12]3([CH3:22])[C:19]([CH3:21])([CH3:20])[C@H:15]([CH2:14][CH2:13]3)[C:16]=2[C:17](=[O:18])[N:9]1[C:3]1[CH:4]=[CH:5][C:6]([F:8])=[CH:7][C:2]=1[F:1])[CH3:29]. (2) The product is: [NH2:47][C:8]1[C:7]2[N:16]=[C:4]([CH2:1][CH2:2][CH3:3])[N:5]([CH2:17][CH2:18][CH2:19][CH2:20][C:21]([NH2:23])=[O:22])[C:6]=2[C:15]2[CH:14]=[CH:13][CH:12]=[CH:11][C:10]=2[N:9]=1. Given the reactants [CH2:1]([C:4]1[N:5]([CH2:17][CH2:18][CH2:19][CH2:20][C:21]([NH2:23])=[O:22])[C:6]2[C:15]3[CH:14]=[CH:13][CH:12]=[CH:11][C:10]=3[N:9]=[CH:8][C:7]=2[N:16]=1)[CH2:2][CH3:3].C1C=C(Cl)C=C(C(OO)=O)C=1.C1(C)C=CC(S(Cl)(=O)=O)=CC=1.[OH-].[NH4+:47], predict the reaction product. (3) Given the reactants C(OC(=O)[NH:7][CH2:8][CH:9]1[CH2:12][NH:11][CH2:10]1)(C)(C)C.Cl[C:15]1[C:24]2[C:19](=[CH:20][C:21]([O:27][CH3:28])=[C:22]([O:25][CH3:26])[CH:23]=2)[N:18]=[CH:17][N:16]=1.C(O)(C(F)(F)F)=O.C(Cl)Cl, predict the reaction product. The product is: [CH3:26][O:25][C:22]1[CH:23]=[C:24]2[C:19](=[CH:20][C:21]=1[O:27][CH3:28])[N:18]=[CH:17][N:16]=[C:15]2[N:11]1[CH2:10][CH:9]([CH2:8][NH2:7])[CH2:12]1. (4) Given the reactants C(CCCCC1C=C(/[C:14](=[CH:47]\[CH:48]=[C:49]2\[N:50]([CH2:72][CH2:73][CH2:74][S:75]([O-:78])(=[O:77])=[O:76])[C:51]3[CH:52]=[CH:53][C:54]4[C:63]([S:64]([O-:67])(=[O:66])=[O:65])=[CH:62][C:61]([S:68]([O-:71])(=[O:70])=[O:69])=[CH:60][C:55]=4[C:56]=3[C:57]\2([CH3:59])[CH3:58])/[CH:15]=[CH:16]/[C:17]2[C:25]([CH3:27])([CH3:26])[C:24]3[C:23]4[CH:28]=[C:29]([S:36]([O-:39])(=[O:38])=[O:37])[CH:30]=[C:31]([S:32]([O-:35])(=[O:34])=[O:33])[C:22]=4[CH:21]=[CH:20][C:19]=3[N+:18]=2[CH2:40][CH2:41][CH2:42][S:43]([O-:46])(=[O:45])=[O:44])C=CC=1)(O)=O.[Na+:79].[Na+].[Na+].[Na+].[Na+].B([C:87]1[CH:88]=[C:89]([CH:95]=[C:96]([F:98])[CH:97]=1)[O:90][CH2:91][C:92]([OH:94])=[O:93])(O)O, predict the reaction product. The product is: [C:92]([CH2:91][O:90][C:89]1[CH:88]=[C:87](/[C:14](=[CH:47]\[CH:48]=[C:49]2\[N:50]([CH2:72][CH2:73][CH2:74][S:75]([O-:78])(=[O:77])=[O:76])[C:51]3[CH:52]=[CH:53][C:54]4[C:63]([S:64]([O-:67])(=[O:66])=[O:65])=[CH:62][C:61]([S:68]([O-:71])(=[O:69])=[O:70])=[CH:60][C:55]=4[C:56]=3[C:57]\2([CH3:59])[CH3:58])/[CH:15]=[CH:16]/[C:17]2[C:25]([CH3:26])([CH3:27])[C:24]3[C:23]4[CH:28]=[C:29]([S:36]([O-:39])(=[O:37])=[O:38])[CH:30]=[C:31]([S:32]([O-:35])(=[O:33])=[O:34])[C:22]=4[CH:21]=[CH:20][C:19]=3[N+:18]=2[CH2:40][CH2:41][CH2:42][S:43]([O-:46])(=[O:44])=[O:45])[CH:97]=[C:96]([F:98])[CH:95]=1)([OH:94])=[O:93].[Na+:79].[Na+:79].[Na+:79].[Na+:79].[Na+:79].